Dataset: Forward reaction prediction with 1.9M reactions from USPTO patents (1976-2016). Task: Predict the product of the given reaction. Given the reactants CN1CCOCC1.CN(C(ON1N=NC2C=CC=CC1=2)=[N+](C)C)C.F[P-](F)(F)(F)(F)F.O.ON1C2C=CC=CC=2N=N1.[C:43]([C:47]1[CH:55]=[CH:54][C:50]([C:51]([OH:53])=O)=[CH:49][CH:48]=1)([CH3:46])([CH3:45])[CH3:44].[NH2:56][C@@H:57]([CH2:77][CH:78]([CH3:80])[CH3:79])[C:58]([N:60]1[CH2:64][CH2:63][C@H:62]2[N:65]([C:69](=[O:76])[C:70]3[CH:75]=[CH:74][CH:73]=[CH:72][CH:71]=3)[CH2:66][C@H:67]([OH:68])[C@@H:61]12)=[O:59], predict the reaction product. The product is: [C:69]([N:65]1[C@H:62]2[C@H:61]([N:60]([C:58]([C@@H:57]([NH:56][C:51](=[O:53])[C:50]3[CH:49]=[CH:48][C:47]([C:43]([CH3:44])([CH3:45])[CH3:46])=[CH:55][CH:54]=3)[CH2:77][CH:78]([CH3:80])[CH3:79])=[O:59])[CH2:64][CH2:63]2)[C@@H:67]([OH:68])[CH2:66]1)(=[O:76])[C:70]1[CH:75]=[CH:74][CH:73]=[CH:72][CH:71]=1.